From a dataset of Aqueous solubility values for 9,982 compounds from the AqSolDB database. Regression/Classification. Given a drug SMILES string, predict its absorption, distribution, metabolism, or excretion properties. Task type varies by dataset: regression for continuous measurements (e.g., permeability, clearance, half-life) or binary classification for categorical outcomes (e.g., BBB penetration, CYP inhibition). For this dataset (solubility_aqsoldb), we predict Y. (1) The drug is CC(O)C(C)Cc1ccccc1. The Y is -1.70 log mol/L. (2) The compound is Clc1ccc(-c2cc(Cl)c(Cl)c(Cl)c2Cl)c(Cl)c1Cl. The Y is -8.06 log mol/L. (3) The drug is CCCCOP(=S)([S-])OCCCC.CCCCOP(=S)([S-])OCCCC.[Zn+2]. The Y is -2.51 log mol/L. (4) The molecule is CCCCOC(=O)n1cc(F)c(=O)[nH]c1=O. The Y is -1.59 log mol/L. (5) The drug is O=S(=O)([O-])[O-].[Li+].[Li+]. The Y is 0.392 log mol/L. (6) The molecule is CN1C(=O)CCC(N2C(=O)c3ccccc3C2=O)C1=O. The Y is -2.99 log mol/L. (7) The drug is COC(=O)C(N)CO.[Cl-].[H+]. The Y is 0.577 log mol/L. (8) The compound is CCCC(CCC)C(=O)O. The Y is -1.86 log mol/L. (9) The compound is OCC1OC(n2c(-c3ccco3)nc3ccccc32)C(O)C1O. The Y is -2.92 log mol/L. (10) The compound is CCOS(=O)(=O)OCC. The Y is -1.34 log mol/L.